Dataset: Peptide-MHC class I binding affinity with 185,985 pairs from IEDB/IMGT. Task: Regression. Given a peptide amino acid sequence and an MHC pseudo amino acid sequence, predict their binding affinity value. This is MHC class I binding data. (1) The peptide sequence is LSEGCTPY. The MHC is Mamu-B01 with pseudo-sequence Mamu-B01. The binding affinity (normalized) is 0. (2) The peptide sequence is AYIAFPTSCHMFI. The MHC is HLA-A26:01 with pseudo-sequence HLA-A26:01. The binding affinity (normalized) is 0. (3) The peptide sequence is DEWSVATFY. The MHC is HLA-B45:01 with pseudo-sequence HLA-B45:01. The binding affinity (normalized) is 0.